Predict the product of the given reaction. From a dataset of Forward reaction prediction with 1.9M reactions from USPTO patents (1976-2016). (1) Given the reactants Cl.CN.[Br:4][C:5]1[S:9][C:8]([CH:10]=O)=[CH:7][CH:6]=1.[C:12]([BH3-])#[N:13].[Na+].CCCCCCC.ClCCl, predict the reaction product. The product is: [Br:4][C:5]1[S:9][C:8]([CH2:10][NH:13][CH3:12])=[CH:7][CH:6]=1. (2) Given the reactants Cl.[NH2:2][CH2:3][CH:4]([OH:9])[C:5]([O:7][CH3:8])=[O:6].C(=O)([O-])[O-].[Na+].[Na+].S([N:23]=[N+:24]=[N-])(C(F)(F)F)(=O)=O.CO, predict the reaction product. The product is: [N:2]([CH2:3][CH:4]([OH:9])[C:5]([O:7][CH3:8])=[O:6])=[N+:23]=[N-:24]. (3) Given the reactants C(NC(C)C)(C)C.C([Li])CCC.[CH:13]1([C:18]#[N:19])[CH2:17][CH2:16][CH2:15][CH2:14]1.[Br:20][C:21]1[CH:34]=[CH:33][C:24]([O:25][Si:26]([C:29]([CH3:32])([CH3:31])[CH3:30])([CH3:28])[CH3:27])=[CH:23][C:22]=1[CH2:35]Br.[Cl-].[NH4+], predict the reaction product. The product is: [Br:20][C:21]1[CH:34]=[CH:33][C:24]([O:25][Si:26]([C:29]([CH3:32])([CH3:31])[CH3:30])([CH3:28])[CH3:27])=[CH:23][C:22]=1[CH2:35][C:13]1([C:18]#[N:19])[CH2:17][CH2:16][CH2:15][CH2:14]1. (4) Given the reactants CS(C)=O.Cl[CH2:6][C:7]1[N:16]=[C:15]([CH3:17])[C:14]2[C:9](=[CH:10][CH:11]=[CH:12][CH:13]=2)[N:8]=1.[CH3:18][N:19]1[C:27]2[N:26]=[C:25]([Br:28])[N:24]([CH2:29][C:30]#[C:31][CH3:32])[C:23]=2[C:22](=[O:33])[NH:21][C:20]1=[O:34].C(=O)([O-])[O-].[K+].[K+], predict the reaction product. The product is: [CH3:17][C:15]1[C:14]2[C:9](=[CH:10][CH:11]=[CH:12][CH:13]=2)[N:8]=[C:7]([CH2:6][N:21]2[C:22](=[O:33])[C:23]3[N:24]([CH2:29][C:30]#[C:31][CH3:32])[C:25]([Br:28])=[N:26][C:27]=3[N:19]([CH3:18])[C:20]2=[O:34])[N:16]=1. (5) Given the reactants [F:1][C:2]1[CH:3]=[C:4]([C:10](=[O:16])[CH2:11][CH2:12][C:13](=[O:15])[CH3:14])[CH:5]=[CH:6][C:7]=1SC.O[O:18][S:19]([O-:21])=O.[K+].[CH3:23]O, predict the reaction product. The product is: [F:1][C:2]1[CH:3]=[C:4]([C:10](=[O:16])[CH2:11][CH2:12][C:13](=[O:15])[CH3:14])[CH:5]=[CH:6][C:7]=1[S:19]([CH3:23])(=[O:21])=[O:18]. (6) The product is: [C:1]([C:3]1[CH:4]=[C:5]([CH:10]=[CH:11][C:12]=1[O:13][CH3:14])[C:6]([OH:8])=[O:7])#[N:2]. Given the reactants [C:1]([C:3]1[CH:4]=[C:5]([CH:10]=[CH:11][C:12]=1[O:13][CH3:14])[C:6]([O:8]C)=[O:7])#[N:2].[Li+].[OH-].Cl, predict the reaction product. (7) Given the reactants [H-].[Na+].[CH2:3]([O:10][CH2:11][CH:12]([O:15][C:16]1[C:17](Cl)=[N:18][C:19]([C:22]([F:25])([F:24])[F:23])=[CH:20][CH:21]=1)[CH2:13][OH:14])[C:4]1[CH:9]=[CH:8][CH:7]=[CH:6][CH:5]=1.C([O-])(O)=O.[Na+], predict the reaction product. The product is: [CH2:3]([O:10][CH2:11][CH:12]1[CH2:13][O:14][C:17]2=[N:18][C:19]([C:22]([F:25])([F:24])[F:23])=[CH:20][CH:21]=[C:16]2[O:15]1)[C:4]1[CH:9]=[CH:8][CH:7]=[CH:6][CH:5]=1. (8) Given the reactants [C:1]([C:3]1[C:4]([N:16]2[CH2:21][CH2:20][CH:19]([C:22](O)=[O:23])[CH2:18][CH2:17]2)=[N:5][C:6]([CH3:15])=[C:7]([C:9]([O:11][CH:12]2[CH2:14][CH2:13]2)=[O:10])[CH:8]=1)#[N:2].CN(C(ON1N=NC2C=CC=CC1=2)=[N+](C)C)C.[B-](F)(F)(F)F.CCN(C(C)C)C(C)C.[CH3:56][C:57]1[CH:62]=[CH:61][C:60]([CH2:63][S:64]([NH2:67])(=[O:66])=[O:65])=[CH:59][CH:58]=1, predict the reaction product. The product is: [C:1]([C:3]1[C:4]([N:16]2[CH2:17][CH2:18][CH:19]([C:22]([NH:67][S:64]([CH2:63][C:60]3[CH:61]=[CH:62][C:57]([CH3:56])=[CH:58][CH:59]=3)(=[O:65])=[O:66])=[O:23])[CH2:20][CH2:21]2)=[N:5][C:6]([CH3:15])=[C:7]([CH:8]=1)[C:9]([O:11][CH:12]1[CH2:13][CH2:14]1)=[O:10])#[N:2]. (9) Given the reactants Br[C:2]1[C:3]([CH:11]=[O:12])=[CH:4][C:5]2[O:9][CH2:8][O:7][C:6]=2[CH:10]=1.C(=O)([O-])[O-].[K+].[K+].O.[NH2:20][C:21]1[N:30]=[C:29]([C:31]([N:33]2[CH2:41][C:40]3[C:35](=[CH:36][CH:37]=[CH:38][CH:39]=3)[CH2:34]2)=[O:32])[C:28]2[C:23](=[CH:24][CH:25]=[C:26](B3OC(C)(C)C(C)(C)O3)[CH:27]=2)[N:22]=1, predict the reaction product. The product is: [NH2:20][C:21]1[N:30]=[C:29]([C:31]([N:33]2[CH2:34][C:35]3[C:40](=[CH:39][CH:38]=[CH:37][CH:36]=3)[CH2:41]2)=[O:32])[C:28]2[C:23](=[CH:24][CH:25]=[C:26]([C:2]3[C:3]([CH:11]=[O:12])=[CH:4][C:5]4[O:9][CH2:8][O:7][C:6]=4[CH:10]=3)[CH:27]=2)[N:22]=1. (10) Given the reactants C1C=CC(P(C2C=CC3C(=CC=CC=3)C=2C2C3C(=CC=CC=3)C=CC=2P(C2C=CC=CC=2)C2C=CC=CC=2)C2C=CC=CC=2)=CC=1.[C:47]1([C:53]#[C:54][C:55]([O:57][CH:58](/[CH:60]=[CH:61]\[CH3:62])[CH3:59])=[O:56])[CH:52]=[CH:51][CH:50]=[CH:49][CH:48]=1, predict the reaction product. The product is: [CH:53](=[C:54]1/[C:55](=[O:56])[O:57][C@@H:58]([CH3:59])[C@@H:60]/1[CH:61]=[CH2:62])/[C:47]1[CH:52]=[CH:51][CH:50]=[CH:49][CH:48]=1.